From a dataset of CYP3A4 inhibition data for predicting drug metabolism from PubChem BioAssay. Regression/Classification. Given a drug SMILES string, predict its absorption, distribution, metabolism, or excretion properties. Task type varies by dataset: regression for continuous measurements (e.g., permeability, clearance, half-life) or binary classification for categorical outcomes (e.g., BBB penetration, CYP inhibition). Dataset: cyp3a4_veith. (1) The drug is Br.COc1ccc(C2=CSC(/N=C/c3ccc(F)cc3)=NN2)cc1. The result is 0 (non-inhibitor). (2) The drug is CC(=O)Nc1nnc(SCc2ccc(F)cc2)s1. The result is 0 (non-inhibitor). (3) The compound is Cc1cccc(CNc2ncnc3ccc(-c4cccc(NS(C)(=O)=O)c4)cc23)c1. The result is 1 (inhibitor). (4) The drug is CN(c1ccc(C(=O)NCC2CCCO2)cc1)S(=O)(=O)c1ccccc1. The result is 0 (non-inhibitor). (5) The compound is C[C@H]1CCCC2(CC[N+](C)(CCC[N+](C)(C)C)CC2)C1. The result is 0 (non-inhibitor). (6) The drug is c1cc(CN2CC3(CCNCC3)C2)ccn1. The result is 0 (non-inhibitor). (7) The drug is Cc1ccccc1-c1nccc(-n2ccnc2)n1. The result is 1 (inhibitor). (8) The drug is Cc1cc2c(C(F)(F)F)cc(=O)oc2c2c1NCCC2. The result is 0 (non-inhibitor). (9) The molecule is COc1cccc(Cn2c(=O)c(-c3cc(F)cc(F)c3)nc3cncnc32)c1. The result is 1 (inhibitor).